This data is from Catalyst prediction with 721,799 reactions and 888 catalyst types from USPTO. The task is: Predict which catalyst facilitates the given reaction. (1) Reactant: [H-].[Na+].[C:3]1([CH:9]2[C:18]3[C:13](=[CH:14][CH:15]=[CH:16][CH:17]=3)[NH:12][C:11](=[O:19])[CH2:10]2)[CH:8]=[CH:7][CH:6]=[CH:5][CH:4]=1.[CH3:20]I. Product: [CH3:20][N:12]1[C:13]2[C:18](=[CH:17][CH:16]=[CH:15][CH:14]=2)[CH:9]([C:3]2[CH:4]=[CH:5][CH:6]=[CH:7][CH:8]=2)[CH2:10][C:11]1=[O:19]. The catalyst class is: 1. (2) Reactant: [NH2:1][C:2]1[C:7]2=[CH:8][CH:9]=[C:10]([C:11]([CH:13]3[O:18][CH2:17][CH2:16][N:15]([C:19]([O:21][C:22]([CH3:25])([CH3:24])[CH3:23])=[O:20])[CH2:14]3)=[O:12])[N:6]2[N:5]=[CH:4][N:3]=1.[Br:26]N1C(C)(C)C(=O)N(Br)C1=O. Product: [NH2:1][C:2]1[C:7]2=[C:8]([Br:26])[CH:9]=[C:10]([C:11]([CH:13]3[O:18][CH2:17][CH2:16][N:15]([C:19]([O:21][C:22]([CH3:25])([CH3:24])[CH3:23])=[O:20])[CH2:14]3)=[O:12])[N:6]2[N:5]=[CH:4][N:3]=1. The catalyst class is: 1. (3) The catalyst class is: 10. Reactant: [Cl:1][C:2]1[CH:3]=[C:4]([N:8]2[N:12]=[N:11][C:10]([CH:13](OS(C)(=O)=O)[CH3:14])=[N:9]2)[CH:5]=[CH:6][CH:7]=1.C(=O)([O-])[O-].[K+].[K+].[CH2:26]([O:28][C:29]([N:31]1[CH2:36][CH2:35][NH:34][CH2:33][CH2:32]1)=[O:30])[CH3:27]. Product: [Cl:1][C:2]1[CH:3]=[C:4]([N:8]2[N:12]=[N:11][C:10]([CH:13]([N:34]3[CH2:33][CH2:32][N:31]([C:29]([O:28][CH2:26][CH3:27])=[O:30])[CH2:36][CH2:35]3)[CH3:14])=[N:9]2)[CH:5]=[CH:6][CH:7]=1.